This data is from Drug-target binding data from BindingDB using Ki measurements. The task is: Regression. Given a target protein amino acid sequence and a drug SMILES string, predict the binding affinity score between them. We predict pKi (pKi = -log10(Ki in M); higher means stronger inhibition). Dataset: bindingdb_ki. (1) The small molecule is O=C(N[C@@H](Cc1c[nH]c2ccccc12)C(=O)O)C(CS)c1ccc(-c2ccccc2)cc1. The target protein (P08049) has sequence MGRSESQMDITDINTPKPKKKQRWTPLEISLSVLVLLLTVIAVTMIALYATYDDGICKSSDCIKSAARLIQNMDATAEPCTDFFKYACGGWLKRNVIPETSSRYSNFDILRDELEVILKDVLQEPKTEDIVAVQKAKTLYRSCVNETAIDSRGGQPLLKLLPDVYGWPVATQNWEQTYGTSWSAEKSIAQLNSNYGKKVLINFFVGTDDKNSMNHIIHIDQPRLGLPSRDYYECTGIYKEACTAYVDFMIAVAKLIRQEEGLPIDENQISVEMNKVMELEKEIANATTKSEDRNDPMLLYNKMTLAQIQNNFSLEINGKPFSWSNFTNEIMSTVNINIPNEEDVVVYAPEYLIKLKPILTKYFPRDFQNLFSWRFIMDLVSSLSRTYKDSRNAFRKALYGTTSESATWRRCANYVNGNMENAVGRLYVEAAFAGESKHVVEDLIAQIREVFIQTLDDLTWMDAETKKKAEEKALAIKERIGYPDDIVSNDNKLNNEYLEL.... The pKi is 6.9. (2) The drug is CC(C)(C)NC(=O)c1ccc(Oc2cc(F)c(CC(=O)O)cc2Cl)c(NS(=O)(=O)c2ccc(C3CC3)cc2Cl)c1. The target protein (P05181) has sequence MSALGVTVALLVWAAFLLLVSMWRQVHSSWNLPPGPFPLPIIGNLFQLELKNIPKSFTRLAQRFGPVFTLYVGSQRMVVMHGYKAVKEALLDYKDEFSGRGDLPAFHAHRDRGIIFNNGPTWKDIRRFSLTTLRNYGMGKQGNESRIQREAHFLLEALRKTQGQPFDPTFLIGCAPCNVIADILFRKHFDYNDEKFLRLMYLFNENFHLLSTPWLQLYNNFPSFLHYLPGSHRKVIKNVAEVKEYVSERVKEHHQSLDPNCPRDLTDCLLVEMEKEKHSAERLYTMDGITVTVADLFFAGTETTSTTLRYGLLILMKYPEIEEKLHEEIDRVIGPSRIPAIKDRQEMPYMDAVVHEIQRFITLVPSNLPHEATRDTIFRGYLIPKGTVVVPTLDSVLYDNQEFPDPEKFKPEHFLNENGKFKYSDYFKPFSTGKRVCAGEGLARMELFLLLCAILQHFNLKPLVDPKDIDLSPIHIGFGCIPPRYKLCVIPRS. The pKi is 4.5. (3) The small molecule is Cc1ccc(OCc2ccccc2)c(C(CCN2C[C@@]3(C)C[C@@]3(C)C2)c2ccccc2)c1. The target protein (P08483) has sequence MTLHSNSTTSPLFPNISSSWVHSPSEAGLPLGTVTQLGSYNISQETGNFSSNDTSSDPLGGHTIWQVVFIAFLTGFLALVTIIGNILVIVAFKVNKQLKTVNNYFLLSLACADLIIGVISMNLFTTYIIMNRWALGNLACDLWLSIDYVASNASVMNLLVISFDRYFSITRPLTYRAKRTTKRAGVMIGLAWVISFVLWAPAILFWQYFVGKRTVPPGECFIQFLSEPTITFGTAIAAFYMPVTIMTILYWRIYKETEKRTKELAGLQASGTEAEAENFVHPTGSSRSCSSYELQQQGVKRSSRRKYGRCHFWFTTKSWKPSAEQMDQDHSSSDSWNNNDAAASLENSASSDEEDIGSETRAIYSIVLKLPGHSSILNSTKLPSSDNLQVSNEDLGTVDVERNAHKLQAQKSMGDGDNCQKDFTKLPIQLESAVDTGKTSDTNSSADKTTATLPLSFKEATLAKRFALKTRSQITKRKRMSLIKEKKAAQTLSAILLAFI.... The pKi is 5.0. (4) The small molecule is Nc1nc2c(ncn2C2OC(COP(=O)(O)O)C(O)C2O)c(=O)[nH]1. The target protein (P13589) has sequence MTMCSGARLALLVYGIIMHNSVSCSPAAGLSFPGIRPEEEAYDQDGNPLQDFYDWDPPGAGSPASALRDAYALYYPADRRDVAHEILNEAYRKVLDQLSARKYLQSMVARGMGENLAAAAVDDRAPLTKRHSDGIFTDSYSRYRKQMAVKKYLAAVLGKRYKQRVKNKGRRIAYL. The pKi is 5.0. (5) The small molecule is O=S(=O)(c1ccccc1)c1ccc2c(c1)CNCC2. The target protein (P11086) has sequence MSGADRSPNAGAAPDSAPGQAAVASAYQRFEPRAYLRNNYAPPRGDLCNPNGVGPWKLRCLAQTFATGEVSGRTLIDIGSGPTVYQLLSACSHFEDITMTDFLEVNRQELGRWLQEEPGAFNWSMYSQHACLIEGKGECWQDKERQLRARVKRVLPIDVHQPQPLGAGSPAPLPADALVSAFCLEAVSPDLASFQRALDHITTLLRPGGHLLLIGALEESWYLAGEARLTVVPVSEEEVREALVRSGYKVRDLRTYIMPAHLQTGVDDVKGVFFAWAQKVGL. The pKi is 4.6. (6) The drug is CN(c1ccc(-c2sc(C(=O)O)c(OCC(=O)O)c2Br)cc1)S(=O)(=O)c1ccc(C(F)(F)F)cc1. The target protein sequence is MEMEKEFEQIDKSGSWAAIYQDIRHEASDFPCRVAKLPKNKNRNRYRDVSPFDHSRIKLHQEDNDYINASLIKMEEAQRSYILTQGPLPNTCGHFWEMVWEQKSRGVVMLNRVMEKGSLKCAQYWPQKEEKEMIFEDTNLKLTLISEDIKSYYTVRQLELENLTTQETREILHFHYTTWPDFGVPESPASFLNFLFKVRESGSLSPEHGPVVVHCSAGIGRSGTFCLADTCLLLMDKRKDPSSVDIKKVLLEMRKFRMGLIQTADQLRFSYLAVIEGAKFIMGDSSVQDQWKELSHED. The pKi is 5.9. (7) The small molecule is CN(C(=O)Cc1ccccc1)[C@H]1CC[C@@]2(CCCO2)C[C@@H]1N1CCCC1. The target protein sequence is MDSPIQIFRGEPGPTCAPSACLPPNSSAWFPGWAEPDSNGSAGSEDAQLEPAHISPAIPVIITAVYSVVFVVGLVGNSLVMFVIIRYTKMKTATNIYIFNLALADALVTTTMPFQSTVYLMNSWPFGDVLCKIVISIDYYNMFTSIFTLTMMSVDRYIAVCHPVKALDFRTPLKAKIINICIWLLSSSVGISAIVLGGTKVREDVDVIECSLQFPDDDYSWWDLFMKICVFIFAFVIPVLIIIVCYTLMILRLKSVRLLSGSREKDRNLRRITRLVLVVVAVFVVCWTPIHIFILVEALGSTSHSTAALSSYFFCIALGYTNSSLNPILYAFLDENFKRCFRDFCFPLKMRMERQSTSRVRNTVQDPAYLRDIDGMNKPV. The pKi is 7.2.